From a dataset of Reaction yield outcomes from USPTO patents with 853,638 reactions. Predict the reaction yield, written as a fraction of the theoretical maximum amount of product (1.0 means a 100% yield; for example, 0.34 means a 34% yield). (1) The reactants are [C:1]([O:5][C:6]([NH:8][CH2:9][CH:10]([OH:20])[CH2:11][NH:12][C:13]([O:15][C:16]([CH3:19])([CH3:18])[CH3:17])=[O:14])=[O:7])([CH3:4])([CH3:3])[CH3:2].C(N(CC)CC)C.[S:28](Cl)([C:31]1[CH:37]=[CH:36][C:34]([CH3:35])=[CH:33][CH:32]=1)(=[O:30])=[O:29].[Cl-]. The catalyst is ClCCl.O. The product is [C:1]([O:5][C:6]([NH:8][CH2:9][CH:10]([O:20][S:28]([C:31]1[CH:37]=[CH:36][C:34]([CH3:35])=[CH:33][CH:32]=1)(=[O:30])=[O:29])[CH2:11][NH:12][C:13]([O:15][C:16]([CH3:19])([CH3:18])[CH3:17])=[O:14])=[O:7])([CH3:4])([CH3:3])[CH3:2]. The yield is 0.480. (2) The reactants are CO.[Cl-].[NH4+].[Cl:5][C:6]1[CH:11]=[C:10]([N+:12]([O-])=O)[CH:9]=[C:8]([Cl:15])[C:7]=1[S:16][C:17]1[CH:22]=[CH:21][CH:20]=[CH:19][C:18]=1[C:23]([F:26])([F:25])[F:24]. The catalyst is [Fe].O. The product is [Cl:15][C:8]1[CH:9]=[C:10]([CH:11]=[C:6]([Cl:5])[C:7]=1[S:16][C:17]1[CH:22]=[CH:21][CH:20]=[CH:19][C:18]=1[C:23]([F:25])([F:24])[F:26])[NH2:12]. The yield is 0.860. (3) The reactants are [Cl-].[CH:2]1([NH:5][C:6](=[O:11])[CH2:7][CH2:8][NH2+:9][CH3:10])[CH2:4][CH2:3]1.[CH3:12][N:13]1[C:25]2[CH2:24][CH2:23][CH:22]([CH:26]3[CH2:31][CH2:30][O:29][CH2:28][CH2:27]3)[CH2:21][C:20]=2[C:19]2[C:14]1=[CH:15][CH:16]=[C:17]([C:32]([OH:34])=O)[CH:18]=2.CCN(C(C)C)C(C)C.CN(C(ON1N=NC2C=CC=NC1=2)=[N+](C)C)C.F[P-](F)(F)(F)(F)F. The catalyst is CN(C=O)C. The product is [CH:2]1([NH:5][C:6](=[O:11])[CH2:7][CH2:8][N:9]([CH3:10])[C:32]([C:17]2[CH:18]=[C:19]3[C:14](=[CH:15][CH:16]=2)[N:13]([CH3:12])[C:25]2[CH2:24][CH2:23][CH:22]([CH:26]4[CH2:31][CH2:30][O:29][CH2:28][CH2:27]4)[CH2:21][C:20]3=2)=[O:34])[CH2:4][CH2:3]1. The yield is 0.0340. (4) The reactants are [NH2:1][C:2]1[CH:7]=[CH:6][C:5]([C:8]2[S:9][C:10]3[CH:16]=[C:15]([CH3:17])[CH:14]=[CH:13][C:11]=3[N:12]=2)=[CH:4][CH:3]=1.[O:18]1[CH:22]=[CH:21][CH:20]=[C:19]1[C:23](Cl)=[O:24].C(N(CC)CC)C. The catalyst is C(Cl)Cl. The product is [O:18]1[CH:22]=[CH:21][CH:20]=[C:19]1[C:23]([NH:1][C:2]1[CH:3]=[CH:4][C:5]([C:8]2[S:9][C:10]3[CH:16]=[C:15]([CH3:17])[CH:14]=[CH:13][C:11]=3[N:12]=2)=[CH:6][CH:7]=1)=[O:24]. The yield is 0.460. (5) The reactants are C(C([C:10]1[CH:15]=[CH:14][CH:13]=[C:12]([C:16]2[N:21]=[C:20]([C:22]3[CH:26]=C(C)N[C:23]=3[CH3:28])[CH:19]=[CH:18][CH:17]=2)[CH:11]=1)(CC#N)C([O-])=O)C.Cl.[CH:30]([O-:32])=O.[NH4+:33]. The catalyst is [Pd].C(O)C. The product is [CH3:14][C:13]1[NH:33][C:10]([CH3:15])=[CH:11][C:12]=1[C:16]1[CH:17]=[CH:18][CH:19]=[C:20]([C:22]2[CH:23]=[CH:28][C:17]([CH:18]3[CH2:19][CH2:20][NH:21][C:30]3=[O:32])=[CH:16][CH:26]=2)[N:21]=1. The yield is 0.0810. (6) The reactants are [Cl:1][C:2]1[N:7]=[C:6](S(C)=O)[N:5]=[C:4]2[N:11]([C:16]3[C:21]([F:22])=[CH:20][CH:19]=[CH:18][C:17]=3[F:23])[C:12](=[O:15])[NH:13][CH2:14][C:3]=12.[CH3:24][N:25]([CH3:29])[CH2:26][CH2:27][NH2:28].C(N(CC)CC)C. The catalyst is C(Cl)Cl. The product is [Cl:1][C:2]1[N:7]=[C:6]([NH:28][CH2:27][CH2:26][N:25]([CH3:29])[CH3:24])[N:5]=[C:4]2[N:11]([C:16]3[C:21]([F:22])=[CH:20][CH:19]=[CH:18][C:17]=3[F:23])[C:12](=[O:15])[NH:13][CH2:14][C:3]=12. The yield is 0.850.